From a dataset of NCI-60 drug combinations with 297,098 pairs across 59 cell lines. Regression. Given two drug SMILES strings and cell line genomic features, predict the synergy score measuring deviation from expected non-interaction effect. (1) Cell line: COLO 205. Synergy scores: CSS=2.67, Synergy_ZIP=-3.54, Synergy_Bliss=-2.96, Synergy_Loewe=-4.22, Synergy_HSA=-4.12. Drug 1: C1=CC=C(C=C1)NC(=O)CCCCCCC(=O)NO. Drug 2: CCC1(CC2CC(C3=C(CCN(C2)C1)C4=CC=CC=C4N3)(C5=C(C=C6C(=C5)C78CCN9C7C(C=CC9)(C(C(C8N6C)(C(=O)OC)O)OC(=O)C)CC)OC)C(=O)OC)O.OS(=O)(=O)O. (2) Drug 1: CCCS(=O)(=O)NC1=C(C(=C(C=C1)F)C(=O)C2=CNC3=C2C=C(C=N3)C4=CC=C(C=C4)Cl)F. Drug 2: CC(C)(C#N)C1=CC(=CC(=C1)CN2C=NC=N2)C(C)(C)C#N. Cell line: NCI-H460. Synergy scores: CSS=-6.41, Synergy_ZIP=0.420, Synergy_Bliss=-6.37, Synergy_Loewe=-8.78, Synergy_HSA=-8.11. (3) Drug 1: C1=CN(C=N1)CC(O)(P(=O)(O)O)P(=O)(O)O. Drug 2: CC1C(C(CC(O1)OC2CC(OC(C2O)C)OC3=CC4=CC5=C(C(=O)C(C(C5)C(C(=O)C(C(C)O)O)OC)OC6CC(C(C(O6)C)O)OC7CC(C(C(O7)C)O)OC8CC(C(C(O8)C)O)(C)O)C(=C4C(=C3C)O)O)O)O. Cell line: COLO 205. Synergy scores: CSS=6.11, Synergy_ZIP=1.03, Synergy_Bliss=0.599, Synergy_Loewe=-12.0, Synergy_HSA=-2.37. (4) Drug 1: CN(C(=O)NC(C=O)C(C(C(CO)O)O)O)N=O. Drug 2: CC(C)NC(=O)C1=CC=C(C=C1)CNNC.Cl. Cell line: SR. Synergy scores: CSS=20.1, Synergy_ZIP=-2.01, Synergy_Bliss=-3.63, Synergy_Loewe=-5.29, Synergy_HSA=-3.21. (5) Drug 1: CN(CCCl)CCCl.Cl. Drug 2: CC(C)NC(=O)C1=CC=C(C=C1)CNNC.Cl. Cell line: NCI/ADR-RES. Synergy scores: CSS=4.56, Synergy_ZIP=-0.372, Synergy_Bliss=2.85, Synergy_Loewe=-1.12, Synergy_HSA=-1.11. (6) Drug 1: CC1OCC2C(O1)C(C(C(O2)OC3C4COC(=O)C4C(C5=CC6=C(C=C35)OCO6)C7=CC(=C(C(=C7)OC)O)OC)O)O. Drug 2: COC1=NC(=NC2=C1N=CN2C3C(C(C(O3)CO)O)O)N. Cell line: PC-3. Synergy scores: CSS=20.3, Synergy_ZIP=-5.97, Synergy_Bliss=-0.201, Synergy_Loewe=-2.16, Synergy_HSA=0.581. (7) Drug 1: CNC(=O)C1=CC=CC=C1SC2=CC3=C(C=C2)C(=NN3)C=CC4=CC=CC=N4. Drug 2: C1C(C(OC1N2C=NC(=NC2=O)N)CO)O. Cell line: BT-549. Synergy scores: CSS=15.9, Synergy_ZIP=0.682, Synergy_Bliss=3.48, Synergy_Loewe=-2.78, Synergy_HSA=1.96. (8) Drug 1: CC1OCC2C(O1)C(C(C(O2)OC3C4COC(=O)C4C(C5=CC6=C(C=C35)OCO6)C7=CC(=C(C(=C7)OC)O)OC)O)O. Drug 2: C1CCC(CC1)NC(=O)N(CCCl)N=O. Cell line: SN12C. Synergy scores: CSS=43.7, Synergy_ZIP=2.06, Synergy_Bliss=4.27, Synergy_Loewe=-18.4, Synergy_HSA=6.62. (9) Drug 1: C1=CC(=CC=C1CC(C(=O)O)N)N(CCCl)CCCl.Cl. Drug 2: C1CNP(=O)(OC1)N(CCCl)CCCl. Cell line: RXF 393. Synergy scores: CSS=11.2, Synergy_ZIP=-0.549, Synergy_Bliss=3.10, Synergy_Loewe=-8.69, Synergy_HSA=-0.235.